Dataset: Forward reaction prediction with 1.9M reactions from USPTO patents (1976-2016). Task: Predict the product of the given reaction. (1) Given the reactants [H-].[Na+].[CH2:3]([N:10]1[CH2:15][CH2:14][N:13]([CH2:16][C:17]2[CH:22]=[CH:21][CH:20]=[CH:19][CH:18]=2)[CH2:12][CH:11]1[CH2:23][OH:24])[C:4]1[CH:9]=[CH:8][CH:7]=[CH:6][CH:5]=1.[CH3:25]I.O, predict the reaction product. The product is: [CH2:3]([N:10]1[CH2:15][CH2:14][N:13]([CH2:16][C:17]2[CH:22]=[CH:21][CH:20]=[CH:19][CH:18]=2)[CH2:12][CH:11]1[CH2:23][O:24][CH3:25])[C:4]1[CH:5]=[CH:6][CH:7]=[CH:8][CH:9]=1. (2) Given the reactants Cl.[Cl:2][C:3]1[CH:4]=[CH:5][C:6]([O:35][CH2:36][CH:37]([CH3:39])[CH3:38])=[C:7]([CH2:9][N:10]2[C:14]([CH3:15])=[CH:13][C:12]([NH:16][C:17]([C:19]3[CH:20]=[C:21]4[C:26](=[CH:27][CH:28]=3)CN(C3CCOCC3)CC4)=[O:18])=[N:11]2)[CH:8]=1.[H-].[Al+3].[Li+].[H-].[H-].[H-].C1C[O:49][CH2:48]C1, predict the reaction product. The product is: [Cl:2][C:3]1[CH:4]=[CH:5][C:6]([O:35][CH2:36][CH:37]([CH3:39])[CH3:38])=[C:7]([CH2:9][N:10]2[C:14]([CH3:15])=[CH:13][C:12]([NH:16][C:17](=[O:18])[C:19]3[CH:28]=[CH:27][C:26]([CH2:48][OH:49])=[CH:21][CH:20]=3)=[N:11]2)[CH:8]=1. (3) Given the reactants [Cl:1][C:2]1[CH:21]=[C:20]([CH3:22])[CH:19]=[C:18]([Cl:23])[C:3]=1[O:4][CH2:5][CH2:6][O:7][C:8]1[CH:17]=[CH:16][C:11]([C:12]([O:14]C)=[O:13])=[CH:10][CH:9]=1.[OH-].[Li+], predict the reaction product. The product is: [Cl:1][C:2]1[CH:21]=[C:20]([CH3:22])[CH:19]=[C:18]([Cl:23])[C:3]=1[O:4][CH2:5][CH2:6][O:7][C:8]1[CH:9]=[CH:10][C:11]([C:12]([OH:14])=[O:13])=[CH:16][CH:17]=1. (4) The product is: [NH2:1][C:2]1[C:11]([C:12]([NH:25][C:26]2[CH:27]=[N:28][CH:29]=[C:30]([F:47])[C:31]=2[N:32]2[CH2:33][CH2:34][CH:35]([C:38]([N:40]3[CH2:41][CH2:42][N:43]([CH3:46])[CH2:44][CH2:45]3)=[O:39])[CH2:36][CH2:37]2)=[O:14])=[C:5]2[N:6]=[CH:7][C:8]([F:10])=[CH:9][N:4]2[N:3]=1. Given the reactants [NH2:1][C:2]1[C:11]([C:12]([O:14]N2C3C=CC=CC=3N=N2)=O)=[C:5]2[N:6]=[CH:7][C:8]([F:10])=[CH:9][N:4]2[N:3]=1.Br.[NH2:25][C:26]1[CH:27]=[N:28][CH:29]=[C:30]([F:47])[C:31]=1[N:32]1[CH2:37][CH2:36][CH:35]([C:38]([N:40]2[CH2:45][CH2:44][N:43]([CH3:46])[CH2:42][CH2:41]2)=[O:39])[CH2:34][CH2:33]1.CCN(C(C)C)C(C)C, predict the reaction product. (5) Given the reactants [OH:1][CH:2]([C:30]1([C:36]2[CH:41]=[CH:40][CH:39]=[CH:38][CH:37]=2)SCCCS1)[C:3]([NH:6][C:7]([CH:9]([NH:21][C:22]([N:24]1[CH2:29][CH2:28][O:27][CH2:26][CH2:25]1)=[O:23])[CH2:10][S:11]([CH2:14][C:15]1[CH:20]=[CH:19][CH:18]=[CH:17][CH:16]=1)(=[O:13])=[O:12])=[O:8])([CH3:5])[CH3:4].O.C(=O)([O-])[O-:44].[Ca+2], predict the reaction product. The product is: [OH:1][CH:2]([C:30](=[O:44])[C:36]1[CH:37]=[CH:38][CH:39]=[CH:40][CH:41]=1)[C:3]([NH:6][C:7]([CH:9]([NH:21][C:22]([N:24]1[CH2:29][CH2:28][O:27][CH2:26][CH2:25]1)=[O:23])[CH2:10][S:11]([CH2:14][C:15]1[CH:16]=[CH:17][CH:18]=[CH:19][CH:20]=1)(=[O:13])=[O:12])=[O:8])([CH3:4])[CH3:5]. (6) Given the reactants F[C:2](F)(F)[C:3]([O-])=O.[N:8]1[CH:13]=[CH:12][CH:11]=[CH:10][C:9]=1[C:14]1([CH2:17][CH2:18][NH2:19])[CH2:16][CH2:15]1.[S:20]1[CH:24]=[CH:23][N:22]=[C:21]1[N:25]1[CH:29]=[CH:28][CH:27]=[C:26]1[CH:30]=O, predict the reaction product. The product is: [N:8]1[CH:13]=[CH:12][CH:11]=[CH:10][C:9]=1[C:14]1([CH2:17][CH2:18][N:19]([CH2:30][C:26]2[N:25]([C:21]3[S:20][CH:2]=[CH:3][N:22]=3)[CH:29]=[CH:28][CH:27]=2)[CH2:30][C:26]2[N:25]([C:21]3[S:20][CH:24]=[CH:23][N:22]=3)[CH:29]=[CH:28][CH:27]=2)[CH2:15][CH2:16]1. (7) Given the reactants [CH2:1]([NH:3][C:4]1[C:9]2[C:10]([Sn](C)(C)C)=[N:11][N:12](CC3C=CC(OC)=CC=3)[C:8]=2[CH:7]=[CH:6][N:5]=1)[CH3:2].C(N[C:29]1[C:34]2C(I)=NN(CC3C=CC(OC)=CC=3)[C:33]=2[CH:32]=[CH:31][N:30]=1)C.C[Sn](C)(C)[Sn](C)(C)C, predict the reaction product. The product is: [CH2:1]([NH:3][C:4]1[C:9]2[C:10]([C:29]3[CH:34]=[CH:33][CH:32]=[CH:31][N:30]=3)=[N:11][NH:12][C:8]=2[CH:7]=[CH:6][N:5]=1)[CH3:2]. (8) Given the reactants Br[C:2]1[CH:3]=[C:4]2[C:8](=[CH:9][CH:10]=1)[NH:7][C:6]([CH3:11])=[CH:5]2.[NH:12]1[CH2:17][CH2:16][O:15][CH2:14][CH2:13]1.C[Si]([N-][Si](C)(C)C)(C)C.[Li+], predict the reaction product. The product is: [CH3:11][C:6]1[NH:7][C:8]2[C:4]([CH:5]=1)=[CH:3][C:2]([N:12]1[CH2:17][CH2:16][O:15][CH2:14][CH2:13]1)=[CH:10][CH:9]=2.